This data is from Catalyst prediction with 721,799 reactions and 888 catalyst types from USPTO. The task is: Predict which catalyst facilitates the given reaction. (1) The catalyst class is: 2. Product: [C@@H:31]12[CH:30]([CH2:29][NH:21][C:11]3[CH:12]=[C:13]([C:14]4[CH:15]=[CH:16][C:17]([CH3:20])=[CH:18][CH:19]=4)[N:9]([C:6]4[CH:7]=[CH:8][C:3]([C:1]#[N:2])=[CH:4][CH:5]=4)[N:10]=3)[C@@H:35]1[CH2:34][NH:33][CH2:32]2. Reactant: [C:1]([C:3]1[CH:8]=[CH:7][C:6]([N:9]2[C:13]([C:14]3[CH:19]=[CH:18][C:17]([CH3:20])=[CH:16][CH:15]=3)=[CH:12][C:11]([N:21]([CH2:29][CH:30]3[C@@H:35]4[C@H:31]3[CH2:32][N:33](C(OC(C)(C)C)=O)[CH2:34]4)C(OC(C)(C)C)=O)=[N:10]2)=[CH:5][CH:4]=1)#[N:2].Cl.O1CCOCC1. (2) Reactant: [CH3:1][C@@H:2]1[CH2:8][NH:7][CH2:6][C:5]2[CH:9]=[CH:10][C:11]([C:13]([O:15][CH3:16])=[O:14])=[CH:12][C:4]=2[O:3]1.[CH3:17][O:18][C:19]1[CH:24]=[CH:23][C:22]([S:25](Cl)(=[O:27])=[O:26])=[CH:21][CH:20]=1.CCN(CC)CC. Product: [CH3:17][O:18][C:19]1[CH:20]=[CH:21][C:22]([S:25]([N:7]2[CH2:6][C:5]3[CH:9]=[CH:10][C:11]([C:13]([O:15][CH3:16])=[O:14])=[CH:12][C:4]=3[O:3][C@H:2]([CH3:1])[CH2:8]2)(=[O:27])=[O:26])=[CH:23][CH:24]=1. The catalyst class is: 172.